From a dataset of Full USPTO retrosynthesis dataset with 1.9M reactions from patents (1976-2016). Predict the reactants needed to synthesize the given product. (1) Given the product [I:1][C:2]1[C:10]([O:11][CH3:12])=[CH:9][CH:8]=[CH:7][C:3]=1[C:4]([O:6][CH3:13])=[O:5], predict the reactants needed to synthesize it. The reactants are: [I:1][C:2]1[C:10]([O:11][CH3:12])=[CH:9][CH:8]=[CH:7][C:3]=1[C:4]([OH:6])=[O:5].[CH3:13]O.S(=O)(=O)(O)O. (2) Given the product [CH3:1][O:2][C:3]1[CH:4]=[C:5]([N:11]2[CH2:16][CH2:15][N:14]([C:17]([C:19]3[CH:23]=[CH:22][N:21]([CH2:33][C:34]([O:36][CH3:37])=[O:35])[C:20]=3[C:24]3[CH:29]=[CH:28][CH:27]=[CH:26][CH:25]=3)=[O:18])[CH2:13][CH2:12]2)[CH:6]=[C:7]([O:9][CH3:10])[CH:8]=1, predict the reactants needed to synthesize it. The reactants are: [CH3:1][O:2][C:3]1[CH:4]=[C:5]([N:11]2[CH2:16][CH2:15][N:14]([C:17]([C:19]3[CH:23]=[CH:22][NH:21][C:20]=3[C:24]3[CH:29]=[CH:28][CH:27]=[CH:26][CH:25]=3)=[O:18])[CH2:13][CH2:12]2)[CH:6]=[C:7]([O:9][CH3:10])[CH:8]=1.[H-].[Na+].Br[CH2:33][C:34]([O:36][CH3:37])=[O:35]. (3) Given the product [NH2:12][CH:13]1[CH2:14][N:15]([C:17]([C:19]2[N:20]=[C:21]([N:24]3[CH2:27][CH:26]([S:28][C:29]4[C@H:30]([CH3:53])[C@@H:31]5[C@@H:48]([C@H:49]([OH:51])[CH3:50])[C:47](=[O:52])[N:32]5[C:33]=4[C:34]([OH:36])=[O:35])[CH2:25]3)[O:22][CH:23]=2)=[O:18])[CH2:16]1, predict the reactants needed to synthesize it. The reactants are: [N+](C1C=CC(COC([NH:12][CH:13]2[CH2:16][N:15]([C:17]([C:19]3[N:20]=[C:21]([N:24]4[CH2:27][CH:26]([S:28][C:29]5[C@H:30]([CH3:53])[C@@H:31]6[C@@H:48]([C@H:49]([OH:51])[CH3:50])[C:47](=[O:52])[N:32]6[C:33]=5[C:34]([O:36]CC5C=CC([N+]([O-])=O)=CC=5)=[O:35])[CH2:25]4)[O:22][CH:23]=3)=[O:18])[CH2:14]2)=O)=CC=1)([O-])=O. (4) Given the product [Br:13][C:14]1[CH:19]=[CH:18][C:17]([CH2:20][C:21]([NH:3][CH2:4][C@H:5]([OH:6])[C:7]2[CH:8]=[N:9][CH:10]=[CH:11][CH:12]=2)=[O:22])=[CH:16][CH:15]=1, predict the reactants needed to synthesize it. The reactants are: Cl.Cl.[NH2:3][CH2:4][C@@H:5]([C:7]1[CH:8]=[N:9][CH:10]=[CH:11][CH:12]=1)[OH:6].[Br:13][C:14]1[CH:19]=[CH:18][C:17]([CH2:20][C:21](O)=[O:22])=[CH:16][CH:15]=1.ON1C2C=CC=CC=2N=N1.Cl.CN(C)CCCN=C=NCC.[OH-].[Na+]. (5) Given the product [Cl:33][C:8]1[CH:9]=[C:10]([CH:11]=[C:12]([C:13]([F:14])([F:15])[F:16])[C:7]=1[CH2:6][NH:34][CH2:35][CH2:36][CH2:37][NH:38][CH2:39][CH2:40][CH2:41][N:42]([CH3:44])[CH3:43])[C:17]([NH:18][CH2:19][C:20]1[CH:25]=[C:24]([Cl:26])[CH:23]=[CH:22][C:21]=1[S:27]([CH2:30][CH3:31])(=[O:29])=[O:28])=[O:32], predict the reactants needed to synthesize it. The reactants are: CS(O[CH2:6][C:7]1[C:12]([C:13]([F:16])([F:15])[F:14])=[CH:11][C:10]([C:17](=[O:32])[NH:18][CH2:19][C:20]2[CH:25]=[C:24]([Cl:26])[CH:23]=[CH:22][C:21]=2[S:27]([CH2:30][CH3:31])(=[O:29])=[O:28])=[CH:9][C:8]=1[Cl:33])(=O)=O.[NH2:34][CH2:35][CH2:36][CH2:37][NH:38][CH2:39][CH2:40][CH2:41][N:42]([CH3:44])[CH3:43].